From a dataset of NCI-60 drug combinations with 297,098 pairs across 59 cell lines. Regression. Given two drug SMILES strings and cell line genomic features, predict the synergy score measuring deviation from expected non-interaction effect. Drug 1: C1=CC(=C2C(=C1NCCNCCO)C(=O)C3=C(C=CC(=C3C2=O)O)O)NCCNCCO. Drug 2: C1=NC2=C(N=C(N=C2N1C3C(C(C(O3)CO)O)O)F)N. Cell line: MDA-MB-435. Synergy scores: CSS=26.8, Synergy_ZIP=-6.22, Synergy_Bliss=2.26, Synergy_Loewe=-3.42, Synergy_HSA=2.02.